From a dataset of Peptide-MHC class II binding affinity with 134,281 pairs from IEDB. Regression. Given a peptide amino acid sequence and an MHC pseudo amino acid sequence, predict their binding affinity value. This is MHC class II binding data. The peptide sequence is IDLSIQNYHTFLIYI. The MHC is DRB1_0901 with pseudo-sequence DRB1_0901. The binding affinity (normalized) is 0.346.